This data is from Forward reaction prediction with 1.9M reactions from USPTO patents (1976-2016). The task is: Predict the product of the given reaction. (1) Given the reactants O=[C:2]1[CH2:7][C@@H:6]([C:8]2[CH:13]=[CH:12][CH:11]=[CH:10][CH:9]=2)[O:5][C@@H:4]([C:14]2[CH:23]=[CH:22][C:17]([C:18]([O:20][CH3:21])=[O:19])=[CH:16][CH:15]=2)[CH2:3]1.C([O-])(=O)C.[Na+].Cl.[CH3:30][O:31][NH2:32], predict the reaction product. The product is: [CH3:30][O:31][N:32]=[C:2]1[CH2:7][C@@H:6]([C:8]2[CH:13]=[CH:12][CH:11]=[CH:10][CH:9]=2)[O:5][C@@H:4]([C:14]2[CH:23]=[CH:22][C:17]([C:18]([O:20][CH3:21])=[O:19])=[CH:16][CH:15]=2)[CH2:3]1. (2) Given the reactants [C:1]([C:5]1[CH:26]=[C:25]([F:27])[CH:24]=[CH:23][C:6]=1[O:7][CH:8]1[CH2:11][N:10]([C:12]([C:14]2[CH:19]=[CH:18][C:17]([C:20](=[O:22])[CH3:21])=[CH:16][CH:15]=2)=[O:13])[CH2:9]1)([CH3:4])([CH3:3])[CH3:2].[CH3:28][Mg]I, predict the reaction product. The product is: [C:1]([C:5]1[CH:26]=[C:25]([F:27])[CH:24]=[CH:23][C:6]=1[O:7][CH:8]1[CH2:11][N:10]([C:12]([C:14]2[CH:19]=[CH:18][C:17]([C:20]([OH:22])([CH3:28])[CH3:21])=[CH:16][CH:15]=2)=[O:13])[CH2:9]1)([CH3:2])([CH3:3])[CH3:4]. (3) Given the reactants [Br:1][C:2]1[C:3]([CH3:16])=[C:4]([C:8]([OH:15])=[C:9]([C:11]([CH3:14])([CH3:13])[CH3:12])[CH:10]=1)[C:5]([OH:7])=[O:6].[C:17]1(O)[CH:22]=[CH:21][CH:20]=[CH:19][CH:18]=1.P(Cl)(Cl)(Cl)=O, predict the reaction product. The product is: [C:17]1([O:6][C:5](=[O:7])[C:4]2[C:8]([OH:15])=[C:9]([C:11]([CH3:12])([CH3:13])[CH3:14])[CH:10]=[C:2]([Br:1])[C:3]=2[CH3:16])[CH:22]=[CH:21][CH:20]=[CH:19][CH:18]=1. (4) Given the reactants [CH2:1]([N:3]1[CH2:8][CH2:7][NH:6][CH2:5][CH2:4]1)[CH3:2].[Cl:9][C:10]1[N:15]=[CH:14][C:13]([S:16](Cl)(=[O:18])=[O:17])=[CH:12][CH:11]=1, predict the reaction product. The product is: [Cl:9][C:10]1[N:15]=[CH:14][C:13]([S:16]([N:6]2[CH2:7][CH2:8][N:3]([CH2:1][CH3:2])[CH2:4][CH2:5]2)(=[O:18])=[O:17])=[CH:12][CH:11]=1. (5) Given the reactants [C:1]([O:5][C:6]([N:8]1[CH2:13][CH2:12][N:11]([S:14]([N:17]([C:26]2[CH:31]=[C:30](Cl)[N:29]=[C:28]([S:33][CH2:34][C:35]3[CH:40]=[CH:39][CH:38]=[C:37]([Cl:41])[C:36]=3[F:42])[N:27]=2)[CH2:18][O:19][CH2:20][CH2:21][Si:22]([CH3:25])([CH3:24])[CH3:23])(=[O:16])=[O:15])[CH2:10][CH2:9]1)=[O:7])([CH3:4])([CH3:3])[CH3:2].[NH2:43][C@H:44]([CH2:47][CH3:48])[CH2:45][OH:46], predict the reaction product. The product is: [C:1]([O:5][C:6]([N:8]1[CH2:13][CH2:12][N:11]([S:14]([N:17]([C:26]2[CH:31]=[C:30]([NH:43][C@@H:44]([CH2:45][OH:46])[CH2:47][CH3:48])[N:29]=[C:28]([S:33][CH2:34][C:35]3[CH:40]=[CH:39][CH:38]=[C:37]([Cl:41])[C:36]=3[F:42])[N:27]=2)[CH2:18][O:19][CH2:20][CH2:21][Si:22]([CH3:25])([CH3:23])[CH3:24])(=[O:15])=[O:16])[CH2:10][CH2:9]1)=[O:7])([CH3:2])([CH3:3])[CH3:4].